Dataset: Reaction yield outcomes from USPTO patents with 853,638 reactions. Task: Predict the reaction yield, written as a fraction of the theoretical maximum amount of product (1.0 means a 100% yield; for example, 0.34 means a 34% yield). (1) The reactants are [H-].[Na+].[F:3][C:4]1[CH:9]=[CH:8][C:7]([C:10](=[O:13])[CH2:11][CH3:12])=[C:6]([OH:14])[CH:5]=1.Br[CH2:16][C:17]#[CH:18]. The catalyst is CN(C=O)C. The product is [F:3][C:4]1[CH:9]=[CH:8][C:7]([C:10](=[O:13])[CH2:11][CH3:12])=[C:6]([O:14][CH2:18][C:17]#[CH:16])[CH:5]=1. The yield is 0.680. (2) The reactants are C[N:2]1[CH:7]=[C:6]([N+]([O-])=O)[CH:5]=[C:4]([N+:11]([O-:13])=[O:12])[C:3]1=O.[CH3:15][CH:16](C)[C:17](=O)C.N. The catalyst is CO. The product is [CH:16]([C:7]1[CH:6]=[CH:5][C:4]([N+:11]([O-:13])=[O:12])=[CH:3][N:2]=1)([CH3:17])[CH3:15]. The yield is 0.280. (3) The reactants are [Cl:1][C:2]1[CH:3]=[CH:4][C:5]([C:21]([F:24])([F:23])[F:22])=[C:6]([CH:8]2[CH2:13][CH2:12][N:11]([C:14](OC(C)(C)C)=[O:15])[CH2:10][CH2:9]2)[CH:7]=1.Cl.[Br:26][C:27]1[CH:28]=[CH:29][C:30]2[N:31]([C:33](C(OCC)=O)=[N:34][N:35]=2)[CH:32]=1.O.[OH-].[Li+].F[P-](F)(F)(F)(F)F.N1(O[P+](N(C)C)(N(C)C)N(C)C)C2C=CC=CC=2N=N1.C(N(CC)C(C)C)(C)C. The catalyst is ClCCl.CN(C=O)C.C1COCC1.O. The product is [Br:26][C:27]1[CH:28]=[CH:29][C:30]2[N:31]([C:33]([C:14]([N:11]3[CH2:10][CH2:9][CH:8]([C:6]4[CH:7]=[C:2]([Cl:1])[CH:3]=[CH:4][C:5]=4[C:21]([F:23])([F:24])[F:22])[CH2:13][CH2:12]3)=[O:15])=[N:34][N:35]=2)[CH:32]=1. The yield is 0.500. (4) The catalyst is O. The product is [CH2:55]([C:31]1[N:30]([C:27]2[CH:26]=[CH:25][C:24]([O:23][C:22]([CH3:58])([CH3:57])[CH:21]([OH:20])[CH3:59])=[CH:29][CH:28]=2)[C:35](=[O:36])[C:34]([CH2:37][C:38]2[CH:39]=[CH:40][C:41]([C:44]3[CH:49]=[CH:48][CH:47]=[CH:46][C:45]=3[C:50]3[NH:51][C:4](=[O:7])[O:5][N:3]=3)=[CH:42][CH:43]=2)=[C:33]([CH2:52][CH2:53][CH3:54])[N:32]=1)[CH3:56]. The yield is 0.680. The reactants are [Cl-].O[NH3+:3].[C:4](=[O:7])([O-])[OH:5].[Na+].CS(C)=O.[Si]([O:20][CH:21]([CH3:59])[C:22]([CH3:58])([CH3:57])[O:23][C:24]1[CH:29]=[CH:28][C:27]([N:30]2[C:35](=[O:36])[C:34]([CH2:37][C:38]3[CH:43]=[CH:42][C:41]([C:44]4[C:45]([C:50]#[N:51])=[CH:46][CH:47]=[CH:48][CH:49]=4)=[CH:40][CH:39]=3)=[C:33]([CH2:52][CH2:53][CH3:54])[N:32]=[C:31]2[CH2:55][CH3:56])=[CH:26][CH:25]=1)(C(C)(C)C)(C)C. (5) The reactants are [CH2:1]([O:9][C:10]1[CH:15]=[CH:14][C:13]([C@@H:16]2[CH2:25][CH2:24][C@@:18]3([NH:22]C(=O)[O:20][CH2:19]3)[CH2:17]2)=[CH:12][CH:11]=1)[CH2:2][CH2:3][CH2:4][CH2:5][CH2:6][CH2:7][CH3:8].O.[OH-].[Li+].O. The catalyst is O1CCOCC1. The product is [NH2:22][C@:18]1([CH2:19][OH:20])[CH2:24][CH2:25][C@@H:16]([C:13]2[CH:14]=[CH:15][C:10]([O:9][CH2:1][CH2:2][CH2:3][CH2:4][CH2:5][CH2:6][CH2:7][CH3:8])=[CH:11][CH:12]=2)[CH2:17]1. The yield is 0.520. (6) The reactants are [C:1]([O:5][C:6](=[O:41])[CH2:7][CH2:8][CH2:9][CH2:10][N:11]1[C:17]2[CH:18]=[CH:19][C:20](I)=[CH:21][C:16]=2[C:15](=[O:23])[N:14]([C@@H:24]([C:26]2[CH:31]=[CH:30][C:29]([Cl:32])=[CH:28][CH:27]=2)[CH3:25])[C@@H:13]([C:33]2[CH:38]=[CH:37][C:36]([Cl:39])=[CH:35][CH:34]=2)[C:12]1=[O:40])([CH3:4])([CH3:3])[CH3:2].C(N(CC)CC)C.[CH3:49][OH:50].CN([CH:54]=[O:55])C. No catalyst specified. The product is [C:1]([O:5][C:6](=[O:41])[CH2:7][CH2:8][CH2:9][CH2:10][N:11]1[C:17]2[CH:18]=[CH:19][C:20]([C:49]([O:55][CH3:54])=[O:50])=[CH:21][C:16]=2[C:15](=[O:23])[N:14]([C@@H:24]([C:26]2[CH:31]=[CH:30][C:29]([Cl:32])=[CH:28][CH:27]=2)[CH3:25])[C@@H:13]([C:33]2[CH:38]=[CH:37][C:36]([Cl:39])=[CH:35][CH:34]=2)[C:12]1=[O:40])([CH3:4])([CH3:3])[CH3:2]. The yield is 0.830. (7) The reactants are [CH2:1]([CH:4]1[CH2:9][CH2:8][CH:7](/[CH:10]=[CH:11]/[C:12]2[CH:17]=[CH:16][C:15]([C:18]3[CH2:27][CH2:26][C:21]4([O:25][CH2:24][CH2:23][O:22]4)[CH2:20][CH:19]=3)=[CH:14][CH:13]=2)[CH2:6][CH2:5]1)[CH2:2][CH3:3]. The catalyst is C1(C)C=CC=CC=1.C(O)C.[Pd]. The product is [CH2:1]([CH:4]1[CH2:5][CH2:6][CH:7]([CH2:10][CH2:11][C:12]2[CH:13]=[CH:14][C:15]([CH:18]3[CH2:19][CH2:20][C:21]4([O:22][CH2:23][CH2:24][O:25]4)[CH2:26][CH2:27]3)=[CH:16][CH:17]=2)[CH2:8][CH2:9]1)[CH2:2][CH3:3]. The yield is 0.720.